From a dataset of Catalyst prediction with 721,799 reactions and 888 catalyst types from USPTO. Predict which catalyst facilitates the given reaction. (1) Reactant: [CH:1]1([C:4]2[CH:5]=[C:6]([C:10]3([C:18]#[N:19])[CH2:16][C@@H:15]4[NH:17][C@@H:12]([CH2:13][CH2:14]4)[CH2:11]3)[CH:7]=[N:8][CH:9]=2)[CH2:3][CH2:2]1.[I-].[Na+].C(=O)([O-])[O-].[K+].[K+].FC(F)(F)S(O[CH2:34][C:35]([F:38])([F:37])[F:36])(=O)=O. Product: [CH:1]1([C:4]2[CH:5]=[C:6]([C:10]3([C:18]#[N:19])[CH2:16][C@@H:15]4[N:17]([CH2:34][C:35]([F:38])([F:37])[F:36])[C@@H:12]([CH2:13][CH2:14]4)[CH2:11]3)[CH:7]=[N:8][CH:9]=2)[CH2:2][CH2:3]1. The catalyst class is: 9. (2) Reactant: [F:1][C:2]1[CH:3]=[C:4]([C:13]2[CH:18]=[CH:17][C:16]([O:19][CH2:20][CH:21]3[CH2:26][CH2:25][N:24]([CH2:27][C:28]([F:31])([CH3:30])[CH3:29])[CH2:23][CH2:22]3)=[C:15]([CH2:32][OH:33])[CH:14]=2)[CH:5]=[CH:6][C:7]=1[C:8]([O:10]CC)=[O:9].O[Li].O. Product: [F:1][C:2]1[CH:3]=[C:4]([C:13]2[CH:18]=[CH:17][C:16]([O:19][CH2:20][CH:21]3[CH2:22][CH2:23][N:24]([CH2:27][C:28]([F:31])([CH3:29])[CH3:30])[CH2:25][CH2:26]3)=[C:15]([CH2:32][OH:33])[CH:14]=2)[CH:5]=[CH:6][C:7]=1[C:8]([OH:10])=[O:9]. The catalyst class is: 20. (3) Reactant: [C:1]([O:5][C:6](=[O:25])[N:7]([CH2:16][C:17]1[CH:22]=[CH:21][C:20]([CH2:23][OH:24])=[CH:19][CH:18]=1)[CH2:8][C:9]1[C:14]([OH:15])=[CH:13][CH:12]=[CH:11][N:10]=1)([CH3:4])([CH3:3])[CH3:2]. Product: [C:1]([O:5][C:6](=[O:25])[N:7]([CH2:16][C:17]1[CH:18]=[CH:19][C:20]([CH:23]=[O:24])=[CH:21][CH:22]=1)[CH2:8][C:9]1[C:14]([OH:15])=[CH:13][CH:12]=[CH:11][N:10]=1)([CH3:4])([CH3:2])[CH3:3]. The catalyst class is: 177.